Dataset: Catalyst prediction with 721,799 reactions and 888 catalyst types from USPTO. Task: Predict which catalyst facilitates the given reaction. Reactant: [CH2:1]([N:5]([CH2:19][CH2:20][CH2:21][CH3:22])[CH2:6][CH2:7][CH2:8][O:9][C:10]1[CH:15]=[CH:14][C:13]([C:16](=[O:18])[CH3:17])=[CH:12][CH:11]=1)[CH2:2][CH2:3][CH3:4].CO[C:25](OC)([N:30]([CH3:32])[CH3:31])[CH2:26][CH2:27][CH2:28][CH3:29]. Product: [CH2:19]([N:5]([CH2:1][CH2:2][CH2:3][CH3:4])[CH2:6][CH2:7][CH2:8][O:9][C:10]1[CH:11]=[CH:12][C:13]([C:16](=[O:18])/[CH:17]=[C:25](/[N:30]([CH3:32])[CH3:31])\[CH2:26][CH2:27][CH2:28][CH3:29])=[CH:14][CH:15]=1)[CH2:20][CH2:21][CH3:22]. The catalyst class is: 3.